The task is: Predict the reaction yield, written as a fraction of the theoretical maximum amount of product (1.0 means a 100% yield; for example, 0.34 means a 34% yield).. This data is from Reaction yield outcomes from USPTO patents with 853,638 reactions. (1) The reactants are [CH3:1][CH:2]1[CH2:7][CH2:6][C:5](=O)[CH:4]([CH2:9][C:10](=O)[C:11]2[CH:16]=[CH:15][CH:14]=[CH:13][CH:12]=2)[CH2:3]1.[NH2:18][C:19]1[CH:27]=[CH:26][C:22]([C:23]([OH:25])=[O:24])=[CH:21][CH:20]=1. No catalyst specified. The product is [CH3:1][CH:2]1[CH2:7][CH2:6][C:5]2[N:18]([C:19]3[CH:27]=[CH:26][C:22]([C:23]([OH:25])=[O:24])=[CH:21][CH:20]=3)[C:10]([C:11]3[CH:16]=[CH:15][CH:14]=[CH:13][CH:12]=3)=[CH:9][C:4]=2[CH2:3]1. The yield is 0.730. (2) The catalyst is C1COCC1. The reactants are [CH3:1][NH2:2].[C:3]([C:5]1[CH:10]=[CH:9][C:8]([N:11]2[C:18](=[O:19])[C:14]3([CH2:17][CH2:16][CH2:15]3)[N:13]([C:20]3[CH:25]=[CH:24][C:23]([CH2:26]OS(C)(=O)=O)=[CH:22][CH:21]=3)[C:12]2=[S:32])=[CH:7][C:6]=1[C:33]([F:36])([F:35])[F:34])#[N:4]. The product is [CH3:1][NH:2][CH2:26][C:23]1[CH:22]=[CH:21][C:20]([N:13]2[C:12](=[S:32])[N:11]([C:8]3[CH:9]=[CH:10][C:5]([C:3]#[N:4])=[C:6]([C:33]([F:36])([F:34])[F:35])[CH:7]=3)[C:18](=[O:19])[C:14]32[CH2:17][CH2:16][CH2:15]3)=[CH:25][CH:24]=1. The yield is 0.820. (3) The reactants are [Cl:1][C:2]1[CH:7]=[CH:6][C:5]([C:8]2[C:17]3[C:12](=[CH:13][CH:14]=[C:15](OS(C(F)(F)F)(=O)=O)[CH:16]=3)[C:11](=[O:26])[N:10]([CH2:27][CH:28]([CH3:30])[CH3:29])[C:9]=2[CH2:31][NH:32][C:33](=[O:39])[O:34][C:35]([CH3:38])([CH3:37])[CH3:36])=[CH:4][CH:3]=1.[C:40]([O:44][CH2:45][CH2:46][CH2:47][CH3:48])(=[O:43])[CH:41]=[CH2:42].C(=O)([O-])O.[Na+].O. The catalyst is [Cl-].C([N+](CCCC)(CCCC)CCCC)CCC.CN(C)C=O.C([O-])(=O)C.[Pd+2].C([O-])(=O)C. The product is [C:35]([O:34][C:33]([NH:32][CH2:31][C:9]1[N:10]([CH2:27][CH:28]([CH3:30])[CH3:29])[C:11](=[O:26])[C:12]2[C:17]([C:8]=1[C:5]1[CH:4]=[CH:3][C:2]([Cl:1])=[CH:7][CH:6]=1)=[CH:16][C:15](/[CH:42]=[CH:41]/[C:40]([O:44][CH2:45][CH2:46][CH2:47][CH3:48])=[O:43])=[CH:14][CH:13]=2)=[O:39])([CH3:37])([CH3:36])[CH3:38]. The yield is 0.238. (4) The reactants are Cl.[O:2]=[C:3]1[C:11]2[C:6](=[CH:7][CH:8]=[CH:9][CH:10]=2)[C:5](=[O:12])[CH:4]1[CH2:13][C:14]([OH:16])=O.[CH2:17]([C@H:24]1[CH2:28][NH:27][C@H:26]([C:29]([NH:31][C:32]2[CH:37]=[CH:36][C:35]([O:38][C:39]3[CH:44]=[CH:43][C:42]([F:45])=[CH:41][CH:40]=3)=[CH:34][CH:33]=2)=[O:30])[CH2:25]1)[C:18]1[CH:23]=[CH:22][CH:21]=[CH:20][CH:19]=1. No catalyst specified. The product is [CH2:17]([C@H:24]1[CH2:28][N:27]([C:14](=[O:16])[CH2:13][CH:4]2[C:5](=[O:12])[C:6]3[C:11](=[CH:10][CH:9]=[CH:8][CH:7]=3)[C:3]2=[O:2])[C@H:26]([C:29]([NH:31][C:32]2[CH:37]=[CH:36][C:35]([O:38][C:39]3[CH:40]=[CH:41][C:42]([F:45])=[CH:43][CH:44]=3)=[CH:34][CH:33]=2)=[O:30])[CH2:25]1)[C:18]1[CH:19]=[CH:20][CH:21]=[CH:22][CH:23]=1. The yield is 0.401. (5) The reactants are [CH3:1][N:2]1[C:10]2[C:5](=[CH:6][CH:7]=[CH:8][CH:9]=2)[CH:4]=[C:3]1[C:11]([NH:13][C@H:14]([C:18]([NH:20][CH:21]([C:30](=[O:33])[CH2:31][F:32])[CH2:22][C:23]([O:25]C(C)(C)C)=[O:24])=[O:19])[CH:15]([CH3:17])[CH3:16])=[O:12].C1(OC)C=CC=CC=1.FC(F)(F)C(O)=O. The catalyst is C(Cl)Cl. The product is [CH3:1][N:2]1[C:10]2[C:5](=[CH:6][CH:7]=[CH:8][CH:9]=2)[CH:4]=[C:3]1[C:11]([NH:13][C@H:14]([C:18]([NH:20][CH:21]([C:30](=[O:33])[CH2:31][F:32])[CH2:22][C:23]([OH:25])=[O:24])=[O:19])[CH:15]([CH3:16])[CH3:17])=[O:12]. The yield is 0.720. (6) The reactants are [Si]([O:8][CH2:9][C:10]1[N:11]([CH3:45])[C:12]2[C:17]([CH:18]=1)=[C:16]1[CH2:19][CH2:20][CH2:21][C:22]3[C:27]([OH:28])=[C:26]([C:29]([O:31][CH3:32])=[O:30])[C:25](=[O:33])[N:24]([CH2:34][C:35]4[CH:40]=[CH:39][C:38]([O:41][CH3:42])=[CH:37][C:36]=4[O:43][CH3:44])[C:23]=3[C:15]1=[CH:14][CH:13]=2)(C(C)(C)C)(C)C.CCCC[N+](CCCC)(CCCC)CCCC.[F-]. The catalyst is C1COCC1. The product is [CH3:44][O:43][C:36]1[CH:37]=[C:38]([O:41][CH3:42])[CH:39]=[CH:40][C:35]=1[CH2:34][N:24]1[C:23]2[C:15]3[C:16]([CH2:19][CH2:20][CH2:21][C:22]=2[C:27]([OH:28])=[C:26]([C:29]([O:31][CH3:32])=[O:30])[C:25]1=[O:33])=[C:17]1[C:12](=[CH:13][CH:14]=3)[N:11]([CH3:45])[C:10]([CH2:9][OH:8])=[CH:18]1. The yield is 0.910. (7) The reactants are S(=O)(=O)(O)O.[Cl:6][C:7]1[CH:15]=[C:11]([C:12]([OH:14])=[O:13])[C:10]([OH:16])=[CH:9][CH:8]=1.[C:17](OC(=O)C)(=[O:19])[CH3:18]. No catalyst specified. The product is [C:17]([O:16][C:10]1[CH:9]=[CH:8][C:7]([Cl:6])=[CH:15][C:11]=1[C:12]([OH:14])=[O:13])(=[O:19])[CH3:18]. The yield is 0.930. (8) The reactants are [Li].[CH3:2][C:3]1[CH:4]=[C:5]([NH:14][C:15]2[N:20]=[C:19]([C:21]([F:24])([F:23])[F:22])[CH:18]=[CH:17][N:16]=2)[CH:6]=[C:7]([C:9]2[S:13][CH:12]=[N:11][CH:10]=2)[CH:8]=1.C([N-]C(C)C)(C)C.[Li+].[CH3:33][C:34]1([CH3:44])[CH2:39][C:38](=[O:40])[CH2:37][CH2:36][CH:35]1[C:41]([OH:43])=[O:42].S1C=CN=C1. The catalyst is C1COCC1.O.CO. The product is [OH:40][C@:38]1([C:12]2[S:13][C:9]([C:7]3[CH:6]=[C:5]([NH:14][C:15]4[N:20]=[C:19]([C:21]([F:22])([F:24])[F:23])[CH:18]=[CH:17][N:16]=4)[CH:4]=[C:3]([CH3:2])[CH:8]=3)=[CH:10][N:11]=2)[CH2:37][CH2:36][C@H:35]([C:41]([OH:43])=[O:42])[C:34]([CH3:44])([CH3:33])[CH2:39]1. The yield is 0.210. (9) The reactants are [CH2:1]([N:8]=[C:9]=[O:10])[CH2:2][CH2:3][CH2:4][CH2:5][CH2:6][CH3:7].[CH3:11][NH:12][C:13]1[CH:14]=[C:15]([C:19]2[N:24]=[CH:23][C:22]([CH2:25][CH2:26][C:27]([O:29][CH2:30][CH3:31])=[O:28])=[CH:21][CH:20]=2)[CH:16]=[CH:17][CH:18]=1.O1CCCC1.C(N(CC)CC)C. The catalyst is O. The product is [CH2:1]([NH:8][C:9](=[O:10])[N:12]([C:13]1[CH:14]=[C:15]([C:19]2[N:24]=[CH:23][C:22]([CH2:25][CH2:26][C:27]([O:29][CH2:30][CH3:31])=[O:28])=[CH:21][CH:20]=2)[CH:16]=[CH:17][CH:18]=1)[CH3:11])[CH2:2][CH2:3][CH2:4][CH2:5][CH2:6][CH3:7]. The yield is 0.650. (10) The reactants are [O:1]=[CH:2][CH2:3][CH:4]1[CH2:8][C:7]2[CH:9]=[C:10]([C:13]3[CH:20]=[CH:19][C:16]([C:17]#[N:18])=[CH:15][CH:14]=3)[CH:11]=[CH:12][C:6]=2[O:5]1.[BH4-].[Na+]. The catalyst is CO. The product is [OH:1][CH2:2][CH2:3][CH:4]1[CH2:8][C:7]2[CH:9]=[C:10]([C:13]3[CH:20]=[CH:19][C:16]([C:17]#[N:18])=[CH:15][CH:14]=3)[CH:11]=[CH:12][C:6]=2[O:5]1. The yield is 0.950.